This data is from CYP2C9 inhibition data for predicting drug metabolism from PubChem BioAssay. The task is: Regression/Classification. Given a drug SMILES string, predict its absorption, distribution, metabolism, or excretion properties. Task type varies by dataset: regression for continuous measurements (e.g., permeability, clearance, half-life) or binary classification for categorical outcomes (e.g., BBB penetration, CYP inhibition). Dataset: cyp2c9_veith. (1) The molecule is Clc1ccccc1-c1ccc2ncnc(NCCN3CCOCC3)c2c1. The result is 0 (non-inhibitor). (2) The molecule is C=C(CC(=O)O)C(=O)O.C=CC(=O)O. The result is 0 (non-inhibitor). (3) The compound is O=C(N/N=C/c1cccc(OC2CSC2)c1)c1ccccc1O. The result is 0 (non-inhibitor). (4) The molecule is Nc1ccc(S(=O)(=O)NCCS(=O)(=O)O)cc1. The result is 0 (non-inhibitor).